Dataset: Full USPTO retrosynthesis dataset with 1.9M reactions from patents (1976-2016). Task: Predict the reactants needed to synthesize the given product. (1) Given the product [F:25][C:2]([F:1])([CH3:24])[CH2:3][O:4][C:5]1[N:10]=[CH:9][C:8]([CH2:11][NH2:12])=[CH:7][C:6]=1[CH3:23], predict the reactants needed to synthesize it. The reactants are: [F:1][C:2]([F:25])([CH3:24])[CH2:3][O:4][C:5]1[N:10]=[CH:9][C:8]([CH2:11][N:12]2C(=O)C3C(=CC=CC=3)C2=O)=[CH:7][C:6]=1[CH3:23].CCCCCCCCCCCCN. (2) Given the product [CH:22]([O:21][CH2:20][CH2:19][CH2:18][N:14]1[C:15](=[O:17])[C:16]2[C:7]([CH2:2][CH2:3][CH:4]([CH3:6])[CH3:5])=[C:8]([O:30][C:31]3[CH:36]=[CH:35][CH:34]=[C:33]([C:37]([F:38])([F:39])[F:40])[CH:32]=3)[CH:9]=[N:10][C:11]=2[N:12]([CH3:29])[C:13]1=[O:28])=[O:23], predict the reactants needed to synthesize it. The reactants are: O[CH:2]([C:7]1[C:16]2[C:15](=[O:17])[N:14]([CH2:18][CH2:19][CH2:20][O:21][CH:22]3CCCC[O:23]3)[C:13](=[O:28])[N:12]([CH3:29])[C:11]=2[N:10]=[CH:9][C:8]=1[O:30][C:31]1[CH:36]=[CH:35][CH:34]=[C:33]([C:37]([F:40])([F:39])[F:38])[CH:32]=1)[CH2:3][CH:4]([CH3:6])[CH3:5]. (3) Given the product [Cl:1][C:2]1[CH:3]=[CH:4][C:5]([C:8]2[C:9]([NH:18][C:23](=[O:24])[C:22]3[CH:26]=[CH:27][CH:28]=[N:29][C:21]=3[CH2:19][CH3:20])=[C:10]([NH:14][CH:15]3[CH2:16][CH2:17]3)[N:11]=[CH:12][N:13]=2)=[CH:6][CH:7]=1, predict the reactants needed to synthesize it. The reactants are: [Cl:1][C:2]1[CH:7]=[CH:6][C:5]([C:8]2[N:13]=[CH:12][N:11]=[C:10]([NH:14][CH:15]3[CH2:17][CH2:16]3)[C:9]=2[NH2:18])=[CH:4][CH:3]=1.[CH2:19]([C:21]1[N:29]=[CH:28][CH:27]=[CH:26][C:22]=1[C:23](Cl)=[O:24])[CH3:20].C([O-])(O)=O.[Na+]. (4) Given the product [C:21]([C:20]1([NH:26][C:10]([C@@H:9]([NH:8][C:6](=[O:7])[O:5][C:1]([CH3:2])([CH3:3])[CH3:4])[CH2:13][C:14]([F:17])([F:16])[CH3:15])=[O:12])[CH2:19][CH2:18]1)#[N:22], predict the reactants needed to synthesize it. The reactants are: [C:1]([O:5][C:6]([NH:8][C@@H:9]([CH2:13][C:14]([F:17])([F:16])[CH3:15])[C:10]([OH:12])=O)=[O:7])([CH3:4])([CH3:3])[CH3:2].[CH:18]1C=[N:22][C:21]2N(O)N=[N:26][C:20]=2[CH:19]=1.CCN=C=NCCCN(C)C.Cl.